This data is from Catalyst prediction with 721,799 reactions and 888 catalyst types from USPTO. The task is: Predict which catalyst facilitates the given reaction. (1) Reactant: [CH2:1]([NH:3][CH2:4][C:5]1[CH:10]=[CH:9][C:8]([CH2:11][N:12]2[CH2:17][CH2:16][N:15]([C:18]3[C:23]([C:24]([O:26][CH:27]([CH3:29])[CH3:28])=[O:25])=[CH:22][CH:21]=[CH:20][N:19]=3)[CH2:14][CH2:13]2)=[CH:7][CH:6]=1)[CH3:2].[F:30][C:31]1[CH:32]=[C:33]([CH:36]=[CH:37][CH:38]=1)[CH:34]=O.C(O)(=O)C.C([BH3-])#N.[Na+]. Product: [CH2:1]([N:3]([CH2:4][C:5]1[CH:6]=[CH:7][C:8]([CH2:11][N:12]2[CH2:13][CH2:14][N:15]([C:18]3[C:23]([C:24]([O:26][CH:27]([CH3:28])[CH3:29])=[O:25])=[CH:22][CH:21]=[CH:20][N:19]=3)[CH2:16][CH2:17]2)=[CH:9][CH:10]=1)[CH2:34][C:33]1[CH:36]=[CH:37][CH:38]=[C:31]([F:30])[CH:32]=1)[CH3:2]. The catalyst class is: 5. (2) Reactant: [N:1]1[CH:6]=[CH:5][CH:4]=[C:3]([N:7]2[CH2:11][CH2:10][NH:9][C:8]2=[O:12])[CH:2]=1.[H-].[Na+].Br[CH2:16][CH2:17][CH2:18][CH2:19][CH2:20][CH2:21][O:22][C:23]1[C:28]([Cl:29])=[CH:27][C:26]([CH3:30])=[CH:25][C:24]=1[Cl:31]. Product: [Cl:29][C:28]1[CH:27]=[C:26]([CH3:30])[CH:25]=[C:24]([Cl:31])[C:23]=1[O:22][CH2:21][CH2:20][CH2:19][CH2:18][CH2:17][CH2:16][N:9]1[CH2:10][CH2:11][N:7]([C:3]2[CH:2]=[N:1][CH:6]=[CH:5][CH:4]=2)[C:8]1=[O:12]. The catalyst class is: 9. (3) Reactant: [CH3:1][S:2]([C:5]1[CH:10]=[CH:9][C:8]([C:11]2[CH:16]=[CH:15][C:14]([O:17][CH2:18][CH:19]3[CH2:24][CH2:23][NH:22][CH2:21][CH2:20]3)=[CH:13][N:12]=2)=[CH:7][CH:6]=1)(=[O:4])=[O:3].CC([O-])=O.[Na+].[N:30]#[C:31]Br. Product: [CH3:1][S:2]([C:5]1[CH:10]=[CH:9][C:8]([C:11]2[N:12]=[CH:13][C:14]([O:17][CH2:18][CH:19]3[CH2:24][CH2:23][N:22]([C:31]#[N:30])[CH2:21][CH2:20]3)=[CH:15][CH:16]=2)=[CH:7][CH:6]=1)(=[O:3])=[O:4]. The catalyst class is: 100. (4) Reactant: C(OC([NH:8][C@@H:9]([CH3:12])[CH2:10][OH:11])=O)(C)(C)C.O[C:14]1[CH:29]=[CH:28][C:17]([C:18]([O:20][CH2:21][C:22]2[CH:27]=[CH:26][CH:25]=[CH:24][CH:23]=2)=[O:19])=[CH:16][CH:15]=1.C1C=CC(P(C2C=CC=CC=2)C2C=CC=CC=2)=CC=1.CC(OC(/N=N/C(OC(C)C)=O)=O)C. Product: [NH2:8][C@@H:9]([CH3:12])[CH2:10][O:11][C:14]1[CH:29]=[CH:28][C:17]([C:18]([O:20][CH2:21][C:22]2[CH:27]=[CH:26][CH:25]=[CH:24][CH:23]=2)=[O:19])=[CH:16][CH:15]=1. The catalyst class is: 1. (5) Reactant: [CH3:1][O:2][CH2:3][CH2:4][CH2:5][CH2:6][S:7][C:8]1[CH:13]=[CH:12][NH:11][C:10](=[S:14])[C:9]=1[CH3:15].[Cl:16][CH2:17][C:18]1[NH:19][C:20]2[CH:26]=[CH:25][CH:24]=[CH:23][C:21]=2[N:22]=1.[OH-].[Na+]. Product: [ClH:16].[CH3:1][O:2][CH2:3][CH2:4][CH2:5][CH2:6][S:7][C:8]1[CH:13]=[CH:12][N:11]=[C:10]([S:14][CH2:17][C:18]2[NH:22][C:21]3[CH:23]=[CH:24][CH:25]=[CH:26][C:20]=3[N:19]=2)[C:9]=1[CH3:15]. The catalyst class is: 8. (6) Reactant: [CH:1]1([C@H:6]([NH:11][C:12]([C:14]2[CH:19]=[CH:18][C:17]([F:20])=[CH:16][C:15]=2[N+:21]([O-])=O)=[O:13])[C:7]([O:9][CH3:10])=[O:8])[CH2:5][CH2:4][CH2:3][CH2:2]1. Product: [NH2:21][C:15]1[CH:16]=[C:17]([F:20])[CH:18]=[CH:19][C:14]=1[C:12]([NH:11][C@@H:6]([CH:1]1[CH2:2][CH2:3][CH2:4][CH2:5]1)[C:7]([O:9][CH3:10])=[O:8])=[O:13]. The catalyst class is: 63.